Dataset: Catalyst prediction with 721,799 reactions and 888 catalyst types from USPTO. Task: Predict which catalyst facilitates the given reaction. (1) Reactant: [C:1](Cl)(=[O:3])[CH3:2].[Cl:5][C:6]1[CH:7]=[C:8]([NH:13][C:14]2[C:15]3[N:24]=[C:23]([Cl:25])[NH:22][CH2:21][C:16]=3[N:17]=[C:18]([Cl:20])[N:19]=2)[CH:9]=[CH:10][C:11]=1[F:12].C(N(C(C)C)C(C)C)C. Product: [Cl:25][C:23]1[N:22]([C:1](=[O:3])[CH3:2])[CH2:21][C:16]2[N:17]=[C:18]([Cl:20])[N:19]=[C:14]([NH:13][C:8]3[CH:9]=[CH:10][C:11]([F:12])=[C:6]([Cl:5])[CH:7]=3)[C:15]=2[N:24]=1. The catalyst class is: 13. (2) Reactant: [Cl:1][C:2]1[C:16]([Cl:17])=[CH:15][C:5]2[NH:6][C:7]([CH:9]([OH:14])[C:10]([F:13])([F:12])[F:11])=[N:8][C:4]=2[CH:3]=1.CC1(C)N([O-])C(C)(C)CC(OC)C1.[Br-].[K+].Cl[O-].[Na+]. Product: [Cl:17][C:16]1[C:2]([Cl:1])=[CH:3][C:4]2[NH:8][C:7]([C:9](=[O:14])[C:10]([F:13])([F:11])[F:12])=[N:6][C:5]=2[CH:15]=1. The catalyst class is: 299.